Task: Regression. Given a peptide amino acid sequence and an MHC pseudo amino acid sequence, predict their binding affinity value. This is MHC class I binding data.. Dataset: Peptide-MHC class I binding affinity with 185,985 pairs from IEDB/IMGT (1) The peptide sequence is YILQLIRHGR. The MHC is HLA-A33:01 with pseudo-sequence HLA-A33:01. The binding affinity (normalized) is 0.487. (2) The peptide sequence is FSLPFPFLYKFLL. The MHC is HLA-B51:01 with pseudo-sequence HLA-B51:01. The binding affinity (normalized) is 0.158. (3) The peptide sequence is ETVFIRYPS. The MHC is HLA-A68:02 with pseudo-sequence HLA-A68:02. The binding affinity (normalized) is 1.00. (4) The peptide sequence is EAAAIFMTA. The MHC is HLA-A68:02 with pseudo-sequence HLA-A68:02. The binding affinity (normalized) is 1.00. (5) The binding affinity (normalized) is 0.0847. The MHC is HLA-B58:01 with pseudo-sequence HLA-B58:01. The peptide sequence is KVRGRLLAL. (6) The peptide sequence is ILMIFISSFL. The MHC is HLA-A02:01 with pseudo-sequence HLA-A02:01. The binding affinity (normalized) is 0.715.